From a dataset of Catalyst prediction with 721,799 reactions and 888 catalyst types from USPTO. Predict which catalyst facilitates the given reaction. Reactant: [F:1][C:2]1[CH:3]=[CH:4][CH:5]=[C:6]2[C:10]=1[N:9]([CH2:11][C:12]1[CH:17]=[CH:16][CH:15]=[C:14]([F:18])[CH:13]=1)[C:8](=[O:19])[C:7]2([CH3:21])[CH3:20].C([Li])CCC.Br[CH2:28][CH2:29][O:30][Si:31]([C:34]([CH3:37])([CH3:36])[CH3:35])([CH3:33])[CH3:32]. Product: [Si:31]([O:30][CH2:29][CH2:28][CH:11]([N:9]1[C:10]2[C:6](=[CH:5][CH:4]=[CH:3][C:2]=2[F:1])[C:7]([CH3:21])([CH3:20])[C:8]1=[O:19])[C:12]1[CH:17]=[CH:16][CH:15]=[C:14]([F:18])[CH:13]=1)([C:34]([CH3:37])([CH3:36])[CH3:35])([CH3:33])[CH3:32]. The catalyst class is: 7.